Predict the product of the given reaction. From a dataset of Forward reaction prediction with 1.9M reactions from USPTO patents (1976-2016). Given the reactants O.[N+:2]([O-:5])([O-:4])=[O:3].[Ga+3:6].[N+:7]([O-:10])([O-:9])=[O:8].[N+:11]([O-:14])([O-:13])=[O:12], predict the reaction product. The product is: [N+:2]([O-:5])([O-:4])=[O:3].[Ga+3:6].[N+:7]([O-:10])([O-:9])=[O:8].[N+:11]([O-:14])([O-:13])=[O:12].